This data is from Forward reaction prediction with 1.9M reactions from USPTO patents (1976-2016). The task is: Predict the product of the given reaction. Given the reactants [NH2:1][CH2:2][C:3]([O:5][CH2:6][C:7]1[CH:12]=[CH:11][CH:10]=[CH:9][CH:8]=1)=[O:4].C(N(CC)CC)C.[N+](C1C=C([N+]([O-])=O)C=CC=1C(NCC(OCC1C=CC=CC=1)=O)=O)([O-])=O.[Cl:46][C:47]1[CH:55]=[CH:54][C:50]([C:51](Cl)=[O:52])=[CH:49][C:48]=1[N+:56]([O-:58])=[O:57], predict the reaction product. The product is: [Cl:46][C:47]1[CH:55]=[CH:54][C:50]([C:51]([NH:1][CH2:2][C:3]([O:5][CH2:6][C:7]2[CH:12]=[CH:11][CH:10]=[CH:9][CH:8]=2)=[O:4])=[O:52])=[CH:49][C:48]=1[N+:56]([O-:58])=[O:57].